This data is from Catalyst prediction with 721,799 reactions and 888 catalyst types from USPTO. The task is: Predict which catalyst facilitates the given reaction. (1) Reactant: [CH:1]1([C:7]2[C:8]3[CH:9]=[CH:10][C:11]([C:27]([O:29][CH3:30])=[O:28])=[CH:12][C:13]=3[N:14]3[C:21]=2[C:20]2[CH:22]=[CH:23][CH:24]=[CH:25][C:19]=2[O:18][CH2:17][C:16](=O)[CH2:15]3)[CH2:6][CH2:5][CH2:4][CH2:3][CH2:2]1.[N:31]1([CH2:36][CH2:37][NH2:38])[CH2:35][CH2:34][CH2:33][CH2:32]1.CC(O)=O.C(O[BH-](OC(=O)C)OC(=O)C)(=O)C.[Na+].C([O-])(O)=O.[Na+]. Product: [CH:1]1([C:7]2[C:8]3[CH:9]=[CH:10][C:11]([C:27]([O:29][CH3:30])=[O:28])=[CH:12][C:13]=3[N:14]3[C:21]=2[C:20]2[CH:22]=[CH:23][CH:24]=[CH:25][C:19]=2[O:18][CH2:17][CH:16]([NH:38][CH2:37][CH2:36][N:31]2[CH2:35][CH2:34][CH2:33][CH2:32]2)[CH2:15]3)[CH2:6][CH2:5][CH2:4][CH2:3][CH2:2]1. The catalyst class is: 279. (2) Reactant: [CH:1]1([C:4]2[CH:9]=[C:8]([CH2:10][NH:11]C(=O)OC(C)(C)C)[C:7]([F:19])=[CH:6][N:5]=2)[CH2:3][CH2:2]1.[ClH:20].CCO. Product: [Cl-:20].[Cl-:20].[NH3+:11][CH2:10][C:8]1[C:7]([F:19])=[CH:6][NH+:5]=[C:4]([CH:1]2[CH2:2][CH2:3]2)[CH:9]=1. The catalyst class is: 22. (3) Reactant: [Cl:1][C:2]1[CH:3]=[C:4]([C:12]2[O:16][N:15]=[C:14]([C:17]3[C:18]([CH3:27])=[C:19]4[C:24](=[CH:25][CH:26]=3)[CH2:23][NH:22][CH2:21][CH2:20]4)[N:13]=2)[CH:5]=[N:6][C:7]=1[O:8][CH:9]([CH3:11])[CH3:10].[CH3:28][C:29]1([CH3:36])[O:34][CH2:33][C:32](=O)[CH2:31][O:30]1.C(O[BH-](OC(=O)C)OC(=O)C)(=O)C.[Na+]. Product: [Cl:1][C:2]1[CH:3]=[C:4]([C:12]2[O:16][N:15]=[C:14]([C:17]3[C:18]([CH3:27])=[C:19]4[C:24](=[CH:25][CH:26]=3)[CH2:23][N:22]([CH:32]3[CH2:33][O:34][C:29]([CH3:36])([CH3:28])[O:30][CH2:31]3)[CH2:21][CH2:20]4)[N:13]=2)[CH:5]=[N:6][C:7]=1[O:8][CH:9]([CH3:10])[CH3:11]. The catalyst class is: 2. (4) Reactant: C([O:3][C:4](=[O:35])[CH:5]([NH:18][C:19](=[O:34])[C:20]1[CH:25]=[CH:24][C:23]([NH:26][C:27]([O:29][C:30]([CH3:33])([CH3:32])[CH3:31])=[O:28])=[CH:22][CH:21]=1)[CH2:6][C:7]1[CH:12]=[CH:11][C:10]([C:13](=[NH:16])[NH:14][OH:15])=[C:9]([F:17])[CH:8]=1)C.C(OC(=O)C(N[C:52](=O)[C:53]1[CH:58]=[CH:57][C:56]([NH:59][C:60]([O:62][C:63]([CH3:66])([CH3:65])[CH3:64])=[O:61])=[CH:55][CH:54]=1)CC1C=CC(C#N)=C(F)C=1)C.NO.Cl.C([O-])(O)=O.[Na+]. Product: [C:30]([O:29][C:27]([NH:26][C:23]1[CH:22]=[CH:21][C:20]([C:19]([NH:18][CH:5]([CH2:6][C:7]2[CH:12]=[CH:11][C:10]([C:13]3[N:16]=[C:52]([C:53]4[CH:54]=[CH:55][C:56]([NH:59][C:60]([O:62][C:63]([CH3:66])([CH3:65])[CH3:64])=[O:61])=[CH:57][CH:58]=4)[O:15][N:14]=3)=[C:9]([F:17])[CH:8]=2)[C:4]([OH:3])=[O:35])=[O:34])=[CH:25][CH:24]=1)=[O:28])([CH3:33])([CH3:31])[CH3:32]. The catalyst class is: 14. (5) Reactant: Cl[C:2]1[C:3]([C:13]([O:15][CH2:16][CH3:17])=[O:14])=[N:4][C:5]2[C:10]([N:11]=1)=[CH:9][CH:8]=[C:7]([F:12])[CH:6]=2.[CH2:18](B(O)O)[CH3:19].C(=O)([O-])[O-].[K+].[K+]. Product: [CH2:18]([C:2]1[C:3]([C:13]([O:15][CH2:16][CH3:17])=[O:14])=[N:4][C:5]2[C:10]([N:11]=1)=[CH:9][CH:8]=[C:7]([F:12])[CH:6]=2)[CH3:19]. The catalyst class is: 75. (6) Reactant: [CH3:1][O:2][C:3]1[CH:8]=[CH:7][C:6]([C:9]([NH:24][C:25]2[O:26][CH2:27][C:28]([F:49])([F:48])[C@:29]([C:32]3[CH:37]=[C:36](B4OCC(C)(C)CO4)[C:35]([F:46])=[CH:34][C:33]=3[F:47])([CH3:31])[N:30]=2)([C:16]2[CH:21]=[CH:20][C:19]([O:22][CH3:23])=[CH:18][CH:17]=2)[C:10]2[CH:15]=[CH:14][CH:13]=[CH:12][CH:11]=2)=[CH:5][CH:4]=1.Cl[C:51]1[O:52][C:53]2[CH:59]=[C:58]([Cl:60])[CH:57]=[CH:56][C:54]=2[N:55]=1.C(=O)([O-])[O-].[Cs+].[Cs+].ClCCl. The catalyst class is: 30. Product: [CH3:23][O:22][C:19]1[CH:20]=[CH:21][C:16]([C:9]([NH:24][C:25]2[O:26][CH2:27][C:28]([F:48])([F:49])[C@:29]([C:32]3[CH:37]=[C:36]([C:51]4[O:52][C:53]5[CH:59]=[C:58]([Cl:60])[CH:57]=[CH:56][C:54]=5[N:55]=4)[C:35]([F:46])=[CH:34][C:33]=3[F:47])([CH3:31])[N:30]=2)([C:6]2[CH:5]=[CH:4][C:3]([O:2][CH3:1])=[CH:8][CH:7]=2)[C:10]2[CH:11]=[CH:12][CH:13]=[CH:14][CH:15]=2)=[CH:17][CH:18]=1.